From a dataset of Peptide-MHC class I binding affinity with 185,985 pairs from IEDB/IMGT. Regression. Given a peptide amino acid sequence and an MHC pseudo amino acid sequence, predict their binding affinity value. This is MHC class I binding data. (1) The peptide sequence is VLFVVTLIPL. The MHC is HLA-A02:17 with pseudo-sequence HLA-A02:17. The binding affinity (normalized) is 0.256. (2) The peptide sequence is NPITLTAAL. The MHC is HLA-B51:01 with pseudo-sequence HLA-B51:01. The binding affinity (normalized) is 0.0847. (3) The peptide sequence is GEKKKLRPRW. The MHC is HLA-B44:03 with pseudo-sequence HLA-B44:03. The binding affinity (normalized) is 0.273.